From a dataset of Forward reaction prediction with 1.9M reactions from USPTO patents (1976-2016). Predict the product of the given reaction. (1) Given the reactants [Cl:1][C:2]1[CH:10]=[C:9]2[C:5]([CH:6]=[CH:7][N:8]2[S:11]([C:14]2[CH:19]=[CH:18][C:17]([O:20][CH3:21])=[C:16]([N:22]3[CH2:27][CH2:26][NH:25][CH2:24][CH2:23]3)[CH:15]=2)(=[O:13])=[O:12])=[CH:4][CH:3]=1.[C:28]([BH3-])#N.[Na+].C=O, predict the reaction product. The product is: [Cl:1][C:2]1[CH:10]=[C:9]2[C:5]([CH:6]=[CH:7][N:8]2[S:11]([C:14]2[CH:19]=[CH:18][C:17]([O:20][CH3:21])=[C:16]([N:22]3[CH2:23][CH2:24][N:25]([CH3:28])[CH2:26][CH2:27]3)[CH:15]=2)(=[O:13])=[O:12])=[CH:4][CH:3]=1. (2) Given the reactants [OH:1][C:2]1[CH:9]=[CH:8][C:5]([CH2:6][OH:7])=[CH:4][CH:3]=1.C(=O)([O-])[O-].[K+].[K+].[CH2:16](Br)[C:17]1[CH:22]=[CH:21][CH:20]=[CH:19][CH:18]=1, predict the reaction product. The product is: [CH2:16]([O:1][C:2]1[CH:9]=[CH:8][C:5]([CH2:6][OH:7])=[CH:4][CH:3]=1)[C:17]1[CH:22]=[CH:21][CH:20]=[CH:19][CH:18]=1. (3) Given the reactants [CH2:1]([O:3][C:4]([C@@H:6]1[CH2:15][C@@H:14]2[C@@H:9]([CH2:10][CH2:11][C@H:12]([CH2:16][N:17]3[CH:21]=[C:20]([C:22]([O:24][CH2:25][CH3:26])=[O:23])[N:19]=[CH:18]3)[CH2:13]2)[CH2:8][NH:7]1)=[O:5])[CH3:2].[ClH:27], predict the reaction product. The product is: [ClH:27].[ClH:27].[CH2:1]([O:3][C:4]([C@@H:6]1[CH2:15][C@@H:14]2[C@@H:9]([CH2:10][CH2:11][C@H:12]([CH2:16][N:17]3[CH:21]=[C:20]([C:22]([O:24][CH2:25][CH3:26])=[O:23])[N:19]=[CH:18]3)[CH2:13]2)[CH2:8][NH:7]1)=[O:5])[CH3:2]. (4) Given the reactants ClC1C(C(=O)N(CCCC)CCCC)=NN(C2C=CC(C(=O)NS(C3C=CC4C(=CC=CC=4)C=3)(=O)=O)=CC=2C(N2[C@@H](C(OC)=O)CC3C(=CC=CC=3)C2)=O)C=1C.[Cl:57][C:58]1[C:59]([C:89](=[O:99])[N:90]([CH2:95][CH2:96][CH2:97][CH3:98])[CH2:91][CH2:92][CH2:93][CH3:94])=[N:60][N:61]([C:64]2[CH:72]=[CH:71][C:70]([C:73](=[O:88])[NH:74][S:75]([C:78]3[CH:87]=[CH:86][C:85]4[C:80](=[CH:81][CH:82]=[CH:83][CH:84]=4)[CH:79]=3)(=[O:77])=[O:76])=[CH:69][C:65]=2[C:66]([OH:68])=O)[C:62]=1[CH3:63].[Br:100][C:101]1[CH:102]=[N:103][C:104]2[CH2:105][CH2:106][NH:107][CH2:108][C:109]=2[CH:110]=1, predict the reaction product. The product is: [Br:100][C:101]1[CH:102]=[N:103][C:104]2[CH2:105][CH2:106][N:107]([C:66]([C:65]3[CH:69]=[C:70]([C:73](=[O:88])[NH:74][S:75]([C:78]4[CH:87]=[CH:86][C:85]5[C:80](=[CH:81][CH:82]=[CH:83][CH:84]=5)[CH:79]=4)(=[O:77])=[O:76])[CH:71]=[CH:72][C:64]=3[N:61]3[C:62]([CH3:63])=[C:58]([Cl:57])[C:59]([C:89]([N:90]([CH2:91][CH2:92][CH2:93][CH3:94])[CH2:95][CH2:96][CH2:97][CH3:98])=[O:99])=[N:60]3)=[O:68])[CH2:108][C:109]=2[CH:110]=1. (5) Given the reactants [F:1][C:2]1[CH:19]=[CH:18][C:5](/[CH:6]=[N:7]/[C:8]2[CH:16]=[CH:15][CH:14]=[C:13]3[C:9]=2[CH2:10][O:11][C:12]3=[O:17])=[CH:4][CH:3]=1.[CH3:20][N:21]1[CH:25]=[C:24]([CH:26]=O)[N:23]=[N:22]1.[CH2:28]([O-:30])[CH3:29].[Na+].C(O)C, predict the reaction product. The product is: [F:1][C:2]1[CH:3]=[CH:4][C:5]([CH:6]2[CH:26]([C:24]3[N:23]=[N:22][N:21]([CH3:20])[CH:25]=3)[C:28](=[O:30])[C:29]3[C:13]([C:12]([O:11][CH2:10][CH3:9])=[O:17])=[CH:14][CH:15]=[CH:16][C:8]=3[NH:7]2)=[CH:18][CH:19]=1. (6) Given the reactants [OH:1][C:2]1[CH:10]=[C:9]([OH:11])[CH:8]=[CH:7][C:3]=1[C:4]([OH:6])=[O:5].[C:12]12(O)[CH2:21][CH:16]3[CH2:17][CH:18]([CH2:20][CH:14]([CH2:15]3)[CH2:13]1)[CH2:19]2.S(=O)(=O)(O)O.C(=O)(O)[O-].[Na+], predict the reaction product. The product is: [C:12]12([C:8]3[C:9]([OH:11])=[CH:10][C:2]([OH:1])=[C:3]([CH:7]=3)[C:4]([OH:6])=[O:5])[CH2:21][CH:16]3[CH2:17][CH:18]([CH2:20][CH:14]([CH2:15]3)[CH2:13]1)[CH2:19]2. (7) Given the reactants [CH3:1][N:2]([CH2:4][C:5]1([C:11]2[CH:16]=[CH:15][C:14]([OH:17])=[CH:13][CH:12]=2)[CH2:10][CH2:9][O:8][CH2:7][CH2:6]1)[CH3:3].Cl[CH2:19][CH2:20][CH2:21][N:22]1[CH2:27][CH2:26][CH:25]([CH2:28][CH2:29][O:30][CH3:31])[CH2:24][CH2:23]1.C([O-])([O-])=O.[K+].[K+], predict the reaction product. The product is: [CH3:31][O:30][CH2:29][CH2:28][CH:25]1[CH2:24][CH2:23][N:22]([CH2:21][CH2:20][CH2:19][O:17][C:14]2[CH:15]=[CH:16][C:11]([C:5]3([CH2:4][N:2]([CH3:1])[CH3:3])[CH2:6][CH2:7][O:8][CH2:9][CH2:10]3)=[CH:12][CH:13]=2)[CH2:27][CH2:26]1.